Task: Regression. Given a peptide amino acid sequence and an MHC pseudo amino acid sequence, predict their binding affinity value. This is MHC class I binding data.. Dataset: Peptide-MHC class I binding affinity with 185,985 pairs from IEDB/IMGT (1) The peptide sequence is WHINVELSL. The MHC is HLA-B38:01 with pseudo-sequence HLA-B38:01. The binding affinity (normalized) is 1.00. (2) The peptide sequence is KIGKEAIVIW. The MHC is Mamu-B52 with pseudo-sequence Mamu-B52. The binding affinity (normalized) is 0.624. (3) The peptide sequence is EEKIPRTKNM. The MHC is Mamu-A11 with pseudo-sequence Mamu-A11. The binding affinity (normalized) is 0.188. (4) The binding affinity (normalized) is 0.318. The MHC is HLA-A02:03 with pseudo-sequence HLA-A02:03. The peptide sequence is VVRGIDGGV. (5) The peptide sequence is GLAATSFPL. The MHC is BoLA-T2C with pseudo-sequence BoLA-T2C. The binding affinity (normalized) is 0.797.